Dataset: Full USPTO retrosynthesis dataset with 1.9M reactions from patents (1976-2016). Task: Predict the reactants needed to synthesize the given product. (1) Given the product [C:3]([N:6]1[CH2:11][CH2:10][C:9]2[N:12]([CH2:26][CH:27]3[CH2:28][CH2:29]3)[N:13]=[C:14]([NH:15][C:16]3[CH:17]=[C:18]([CH:23]=[CH:24][CH:25]=3)[C:19]([OH:21])=[O:20])[C:8]=2[CH2:7]1)(=[O:5])[CH3:4], predict the reactants needed to synthesize it. The reactants are: [OH-].[K+].[C:3]([N:6]1[CH2:11][CH2:10][C:9]2[N:12]([CH2:26][CH:27]3[CH2:29][CH2:28]3)[N:13]=[C:14]([NH:15][C:16]3[CH:17]=[C:18]([CH:23]=[CH:24][CH:25]=3)[C:19]([O:21]C)=[O:20])[C:8]=2[CH2:7]1)(=[O:5])[CH3:4]. (2) The reactants are: [F:1][C:2]([F:25])([F:24])[C:3]1[CH:4]=[C:5]([CH2:9][CH:10]([C:14]2[CH:19]=[CH:18][C:17]([C:20]([F:23])([F:22])[F:21])=[CH:16][CH:15]=2)[C:11]([OH:13])=[O:12])[CH:6]=[CH:7][CH:8]=1.C1N=CN(C(N2C=NC=C2)=O)C=1.CCOC(C)=O.[C:44]([NH:47][CH2:48][CH2:49]O)(=[O:46])[CH3:45]. Given the product [C:44]([NH:47][CH2:48][CH2:49][O:12][C:11](=[O:13])[CH:10]([C:14]1[CH:19]=[CH:18][C:17]([C:20]([F:22])([F:23])[F:21])=[CH:16][CH:15]=1)[CH2:9][C:5]1[CH:6]=[CH:7][CH:8]=[C:3]([C:2]([F:24])([F:25])[F:1])[CH:4]=1)(=[O:46])[CH3:45], predict the reactants needed to synthesize it. (3) Given the product [Cl:1][C:2]1[C:3]([NH:20][C:21]2[CH:25]=[C:24]([CH3:26])[NH:23][N:22]=2)=[N:4][C:5]([NH:8][C:9]2[C:17]([CH3:18])=[CH:16][C:12]([C:13]([NH:70][CH2:69][CH2:68][N:67]([CH3:71])[CH3:66])=[O:15])=[C:11]([CH3:19])[CH:10]=2)=[N:6][CH:7]=1, predict the reactants needed to synthesize it. The reactants are: [Cl:1][C:2]1[C:3]([NH:20][C:21]2[CH:25]=[C:24]([CH3:26])[N:23](C3CCCCO3)[N:22]=2)=[N:4][C:5]([NH:8][C:9]2[C:17]([CH3:18])=[CH:16][C:12]([C:13]([OH:15])=O)=[C:11]([CH3:19])[CH:10]=2)=[N:6][CH:7]=1.CN(C(ON1N=NC2C=CC=NC1=2)=[N+](C)C)C.F[P-](F)(F)(F)(F)F.CCN(C(C)C)C(C)C.[CH3:66][N:67]([CH3:71])[CH2:68][CH2:69][NH2:70].Cl. (4) Given the product [C:4]1([C:10]2[C:19]3[C:14](=[CH:15][CH:16]=[CH:17][CH:18]=3)[C:13]([CH3:20])=[CH:12][N:11]=2)[CH:5]=[CH:6][CH:7]=[CH:8][CH:9]=1, predict the reactants needed to synthesize it. The reactants are: [O-][O-].[Mg+2].[C:4]1([C:10]2[C:19]3[C:14](=[CH:15][CH:16]=[CH:17][CH:18]=3)[CH:13]([CH3:20])[CH2:12][N:11]=2)[CH:9]=[CH:8][CH:7]=[CH:6][CH:5]=1.